This data is from Peptide-MHC class I binding affinity with 185,985 pairs from IEDB/IMGT. The task is: Regression. Given a peptide amino acid sequence and an MHC pseudo amino acid sequence, predict their binding affinity value. This is MHC class I binding data. (1) The binding affinity (normalized) is 0.0847. The peptide sequence is RVIDPYWFH. The MHC is HLA-B57:01 with pseudo-sequence HLA-B57:01. (2) The peptide sequence is KFYGPFVDR. The MHC is HLA-B51:01 with pseudo-sequence HLA-B51:01. The binding affinity (normalized) is 0. (3) The peptide sequence is NSISARALK. The MHC is HLA-A03:01 with pseudo-sequence HLA-A03:01. The binding affinity (normalized) is 0.596. (4) The peptide sequence is GEYAPFARL. The MHC is HLA-B27:03 with pseudo-sequence HLA-B27:03. The binding affinity (normalized) is 0.0847. (5) The peptide sequence is TIEGRKVMLY. The MHC is HLA-A30:02 with pseudo-sequence HLA-A30:02. The binding affinity (normalized) is 0.468. (6) The MHC is H-2-Kb with pseudo-sequence H-2-Kb. The binding affinity (normalized) is 0.255. The peptide sequence is TIKSNILM. (7) The peptide sequence is WPTVRERM. The MHC is HLA-B53:01 with pseudo-sequence HLA-B53:01. The binding affinity (normalized) is 0.0754. (8) The peptide sequence is TLALEVAQQK. The MHC is HLA-A66:01 with pseudo-sequence HLA-A66:01. The binding affinity (normalized) is 0. (9) The peptide sequence is DLKLVDVKL. The MHC is HLA-A02:06 with pseudo-sequence HLA-A02:06. The binding affinity (normalized) is 0.0847.